Dataset: Forward reaction prediction with 1.9M reactions from USPTO patents (1976-2016). Task: Predict the product of the given reaction. (1) The product is: [C:12]([OH:14])(=[O:13])[CH:11]=[CH2:10].[NH2:47][C:48]([O:26][CH2:25][CH3:27])=[O:49]. Given the reactants CCCCCCCCC[CH2:10][CH2:11][C:12]([O:14][Sn](O[C:25]([CH2:27]CCCCCCCCCC)=[O:26])(CCCC)CCCC)=[O:13].CC1(C)CC(C[N:47]=[C:48]=[O:49])(C)CC(N=C=O)C1, predict the reaction product. (2) Given the reactants CN(C)/[CH:3]=[CH:4]/[C:5]([C:7]1[C:12](=[O:13])[CH:11]=[CH:10][N:9]([C:14]2[CH:19]=[CH:18][C:17]([O:20][C:21]([F:24])([F:23])[F:22])=[CH:16][CH:15]=2)[N:8]=1)=O.[N:26]1[CH:31]=[CH:30][CH:29]=[C:28]([NH:32][NH2:33])[CH:27]=1, predict the reaction product. The product is: [N:26]1[CH:31]=[CH:30][CH:29]=[C:28]([N:32]2[C:5]([C:7]3[C:12](=[O:13])[CH:11]=[CH:10][N:9]([C:14]4[CH:19]=[CH:18][C:17]([O:20][C:21]([F:22])([F:23])[F:24])=[CH:16][CH:15]=4)[N:8]=3)=[CH:4][CH:3]=[N:33]2)[CH:27]=1.